Dataset: Reaction yield outcomes from USPTO patents with 853,638 reactions. Task: Predict the reaction yield, written as a fraction of the theoretical maximum amount of product (1.0 means a 100% yield; for example, 0.34 means a 34% yield). The reactants are [NH:1]1[C:5]2[CH:6]=[CH:7][CH:8]=[CH:9][C:4]=2[N:3]=[N:2]1.[C:10]1([CH:16]2[C:19]3([CH2:21][O:20]3)[O:18][CH2:17]2)[CH:15]=[CH:14][CH:13]=[CH:12][CH:11]=1. The catalyst is C(Cl)Cl. The product is [N:1]1[N:2]([C:19]2([CH2:21][OH:20])[CH:16]([C:10]3[CH:15]=[CH:14][CH:13]=[CH:12][CH:11]=3)[CH2:17][O:18]2)[N:3]=[C:4]2[CH:9]=[CH:8][CH:7]=[CH:6][C:5]=12. The yield is 0.410.